This data is from Full USPTO retrosynthesis dataset with 1.9M reactions from patents (1976-2016). The task is: Predict the reactants needed to synthesize the given product. (1) Given the product [CH2:9]([O:8][C:1](=[O:7])[CH2:2][CH2:3][C:4](=[O:5])[CH2:6][Br:15])[CH3:10], predict the reactants needed to synthesize it. The reactants are: [C:1]([O:8][CH2:9][CH3:10])(=[O:7])[CH2:2][CH2:3][C:4]([CH3:6])=[O:5].C(O)(=O)C.[Br:15]Br. (2) Given the product [F:6][C:2]([Si:13]([O:20][CH2:21][CH3:22])([O:17][CH2:18][CH3:19])[O:14][CH2:15][CH3:16])=[C:3]([F:5])[F:4], predict the reactants needed to synthesize it. The reactants are: I[C:2]([F:6])=[C:3]([F:5])[F:4].C([Li])(CC)C.Cl[Si:13]([O:20][CH2:21][CH3:22])([O:17][CH2:18][CH3:19])[O:14][CH2:15][CH3:16].